From a dataset of Catalyst prediction with 721,799 reactions and 888 catalyst types from USPTO. Predict which catalyst facilitates the given reaction. (1) Reactant: [CH3:1][NH:2][C@H:3]1[C:12]2[C:7](=[CH:8][CH:9]=[CH:10][CH:11]=2)[C@@H:6]([OH:13])[CH2:5][CH2:4]1.C(N(CC)CC)C.[CH3:21][C:22]1[N:26]([CH2:27][C:28]([N:30]2[CH2:35][CH2:34][CH:33]([C:36]3[S:37][CH:38]=[C:39]([C:41](Cl)=[O:42])[N:40]=3)[CH2:32][CH2:31]2)=[O:29])[N:25]=[C:24]([C:44]([F:47])([F:46])[F:45])[CH:23]=1. Product: [CH3:1][N:2]([C@H:3]1[C:12]2[C:7](=[CH:8][CH:9]=[CH:10][CH:11]=2)[C@@H:6]([OH:13])[CH2:5][CH2:4]1)[C:41]([C:39]1[N:40]=[C:36]([CH:33]2[CH2:34][CH2:35][N:30]([C:28](=[O:29])[CH2:27][N:26]3[C:22]([CH3:21])=[CH:23][C:24]([C:44]([F:45])([F:47])[F:46])=[N:25]3)[CH2:31][CH2:32]2)[S:37][CH:38]=1)=[O:42]. The catalyst class is: 4. (2) Reactant: [NH2:1][C:2]1[C:11]2[N:12]=[C:13]([CH2:15][CH3:16])[S:14][C:10]=2[C:9]2[CH:8]=[CH:7][C:6]([OH:17])=[CH:5][C:4]=2[N:3]=1.C(=O)([O-])[O-].[Cs+].[Cs+].CN(C=O)C.Br[CH2:30][C:31]1[O:32][C:33]([C:36]([F:39])([F:38])[F:37])=[CH:34][CH:35]=1. Product: [CH2:15]([C:13]1[S:14][C:10]2[C:9]3[CH:8]=[CH:7][C:6]([O:17][CH2:30][C:31]4[O:32][C:33]([C:36]([F:39])([F:38])[F:37])=[CH:34][CH:35]=4)=[CH:5][C:4]=3[N:3]=[C:2]([NH2:1])[C:11]=2[N:12]=1)[CH3:16]. The catalyst class is: 4. (3) Reactant: FC(F)(F)S(O[C:7]1[CH:12]=[CH:11][C:10]([S:13][CH:14]2[CH2:20][CH:19]3[N:21]([CH3:22])[CH:16]([CH2:17][CH2:18]3)[CH2:15]2)=[CH:9][CH:8]=1)(=O)=O.[C:25]1(B(O)O)[CH:30]=[CH:29][CH:28]=[CH:27][CH:26]=1.C(N(CC)CC)C. Product: [CH3:22][N:21]1[CH:19]2[CH2:18][CH2:17][CH:16]1[CH2:15][CH:14]([S:13][C:10]1[CH:11]=[CH:12][C:7]([C:25]3[CH:30]=[CH:29][CH:28]=[CH:27][CH:26]=3)=[CH:8][CH:9]=1)[CH2:20]2. The catalyst class is: 39. (4) Reactant: Br[C:2]1[N:7]=[C:6]([CH3:8])[C:5]([N:9]2[Si](C)(C)CC[Si]2(C)C)=[CH:4][CH:3]=1.[Li]CCCC.[CH3:23][C:24]([CH3:26])=[O:25]. Product: [NH2:9][C:5]1[CH:4]=[CH:3][C:2]([C:24]([OH:25])([CH3:26])[CH3:23])=[N:7][C:6]=1[CH3:8]. The catalyst class is: 1. (5) Reactant: Br[C:2]1[CH:17]=[CH:16][C:5]([O:6][CH2:7][CH2:8][N:9]2[CH2:14][CH2:13][N:12]([CH3:15])[CH2:11][CH2:10]2)=[C:4]([Cl:18])[C:3]=1[CH2:19][CH3:20].C(=O)=O.CC(C)=O.[Li]CCCC.C(O[B:37]1[O:41][C:40]([CH3:43])([CH3:42])[C:39]([CH3:45])([CH3:44])[O:38]1)(C)C. Product: [Cl:18][C:4]1[C:3]([CH2:19][CH3:20])=[C:2]([B:37]2[O:41][C:40]([CH3:43])([CH3:42])[C:39]([CH3:45])([CH3:44])[O:38]2)[CH:17]=[CH:16][C:5]=1[O:6][CH2:7][CH2:8][N:9]1[CH2:14][CH2:13][N:12]([CH3:15])[CH2:11][CH2:10]1. The catalyst class is: 1.